From a dataset of Reaction yield outcomes from USPTO patents with 853,638 reactions. Predict the reaction yield, written as a fraction of the theoretical maximum amount of product (1.0 means a 100% yield; for example, 0.34 means a 34% yield). The reactants are Br[C:2]1[CH:7]=[CH:6][C:5]([C:8]2[CH:9]=[N:10][C:11]3[N:12]([C:14]([CH2:17][C:18]4[CH:19]=[C:20]5[C:25](=[CH:26][CH:27]=4)[N:24]=[CH:23][CH:22]=[CH:21]5)=[CH:15][N:16]=3)[N:13]=2)=[CH:4][C:3]=1[F:28].[CH3:29][N:30](C)C(=O)C.O.[OH-].[NH4+]. The catalyst is [Cl-].[NH4+].ClCCl.[C-]#N.[Zn+2].[C-]#N.[Zn].C1C=CC(P(C2C=CC=CC=2)[C-]2C=CC=C2)=CC=1.C1C=CC(P(C2C=CC=CC=2)[C-]2C=CC=C2)=CC=1.Cl[Pd]Cl.[Fe+2].C(N(CC)CC)C.CC(C)=O. The product is [F:28][C:3]1[CH:4]=[C:5]([C:8]2[CH:9]=[N:10][C:11]3[N:12]([C:14]([CH2:17][C:18]4[CH:19]=[C:20]5[C:25](=[CH:26][CH:27]=4)[N:24]=[CH:23][CH:22]=[CH:21]5)=[CH:15][N:16]=3)[N:13]=2)[CH:6]=[CH:7][C:2]=1[C:29]#[N:30]. The yield is 0.726.